Dataset: Experimentally validated miRNA-target interactions with 360,000+ pairs, plus equal number of negative samples. Task: Binary Classification. Given a miRNA mature sequence and a target amino acid sequence, predict their likelihood of interaction. (1) The miRNA is mmu-miR-767 with sequence UGCACCAUGGUUGUCUGAGCA. The protein sequence of the target gene is MEEDLFQLRQLPVVKFRRTGESARSEDDAASGEHDIQIEGVRVGLEAIELDDGAAVPKEFANPTDDTFMVEDAVEAIGFGRFQWKLSVLTGLAWMADAMEMMILSILAPQLHCEWRLPSWQVALLTSVVFIGMMSSSTLWGNISDQYGRKTGLKISVLWTLYYGILSAFAPVYSWILVLRGLVGFGIGGVPQSVTLYAEFLPMKARAKCILLIEVFWAIGTVFEVLLAVFVMPSLGWRWLLLLSAAPLLLFAVLCFWLPESARYDVLSGNQEKAIATLKRIATENGAPMPLGKLIISRQE.... Result: 0 (no interaction). (2) The miRNA is hsa-miR-650 with sequence AGGAGGCAGCGCUCUCAGGAC. The protein sequence of the target gene is MWGWRGLLFWAVLVTATLCTARPAPTLPEQAQPWGVPVEVESLLVHPGDLLQLRCRLRDDVQSINWLRDGVQLAESNRTRITGEEVEVRDSIPADSGLYACVTNSPSGSDTTYFSVNVSDALPSSEDDDDDDDSSSEEKETDNTKPNRRPVAPYWTSPEKMEKKLHAVPAAKTVKFKCPSSGTPSPTLRWLKNGKEFKPDHRIGGYKVRYATWSIIMDSVVPSDKGNYTCIVENEYGSINHTYQLDVVERSPHRPILQAGLPANKTVALGSNVEFMCKVYSDPQPHIQWLKHIEVNGSKI.... Result: 0 (no interaction). (3) Result: 0 (no interaction). The protein sequence of the target gene is MAAVVAATALKGRGARNARVLRGILSGATANKASQNRTRALQSHSSPECKEEPEPLSPELEYIPRKRGKNPMKAVGLAWYSLYTRTWLGYLFYRQQLRRARNRYPKGHSKTQPRLFNGVKVLPIPVLSDNYSYLIIDTQAGLAVAVDPSDPRAVQASIEKERVNLVAILCTHKHWDHSGGNRDLSRRHRDCRVYGSPQDGIPYLTHPLCHQDVVSVGRLQIRALATPGHTQGHLVYLLDGEPYKGPSCLFSGDLLFLSGCGRTFEGTAETMLSSLDTVLDLGDDTLLWPGHEYAEENLGF.... The miRNA is hsa-miR-6514-5p with sequence UAUGGAGUGGACUUUCAGCUGGC. (4) The miRNA is hsa-miR-4716-3p with sequence AAGGGGGAAGGAAACAUGGAGA. The protein sequence of the target gene is MLYFSLFWAARPLQRCGQLVRMAIRAQHSNAAQTQTGEANRGWTGQESLSDSDPEMWELLQREKDRQCRGLELIASENFCSRAALEALGSCLNNKYSEGYPGKRYYGGAEVVDEIELLCQRRALEAFDLDPAQWGVNVQPYSGSPANLAVYTALLQPHDRIMGLDLPDGGHLTHGYMSDVKRISATSIFFESMPYKLNPKTGLIDYNQLALTARLFRPRLIIAGTSAYARLIDYARMREVCDEVKAHLLADMAHISGLVAAKVIPSPFKHADIVTTTTHKTLRGARSGLIFYRKGVKAVD.... Result: 1 (interaction).